From a dataset of Full USPTO retrosynthesis dataset with 1.9M reactions from patents (1976-2016). Predict the reactants needed to synthesize the given product. Given the product [Cl:1][C:2]1[CH:11]=[CH:10][C:9]([O:12][CH2:13][CH:14]([F:15])[F:16])=[CH:8][C:3]=1[C:4]([OH:6])=[O:5], predict the reactants needed to synthesize it. The reactants are: [Cl:1][C:2]1[CH:11]=[CH:10][C:9]([O:12][CH2:13][CH:14]([F:16])[F:15])=[CH:8][C:3]=1[C:4]([O:6]C)=[O:5].[OH-].[Li+].Cl.